This data is from Full USPTO retrosynthesis dataset with 1.9M reactions from patents (1976-2016). The task is: Predict the reactants needed to synthesize the given product. (1) Given the product [Br:13][CH2:7][C:6]1[C:2]([Cl:1])=[N:3][N:4]([CH2:10][CH3:11])[C:5]=1[Cl:9], predict the reactants needed to synthesize it. The reactants are: [Cl:1][C:2]1[C:6]([CH2:7]O)=[C:5]([Cl:9])[N:4]([CH2:10][CH3:11])[N:3]=1.P(Br)(Br)[Br:13].O. (2) Given the product [C:1]([NH:5][S:6]([C:9]1[CH:14]=[CH:13][CH:12]=[C:11]([CH:15]=[O:16])[CH:10]=1)(=[O:8])=[O:7])([CH3:4])([CH3:2])[CH3:3], predict the reactants needed to synthesize it. The reactants are: [C:1]([NH:5][S:6]([C:9]1[CH:14]=[CH:13][CH:12]=[C:11]([CH2:15][OH:16])[CH:10]=1)(=[O:8])=[O:7])([CH3:4])([CH3:3])[CH3:2].C([O-])(O)=O.[Na+].CC(OI1(OC(C)=O)(OC(C)=O)OC(=O)C2C=CC=CC1=2)=O.